Regression/Classification. Given a drug SMILES string, predict its absorption, distribution, metabolism, or excretion properties. Task type varies by dataset: regression for continuous measurements (e.g., permeability, clearance, half-life) or binary classification for categorical outcomes (e.g., BBB penetration, CYP inhibition). Dataset: cyp3a4_veith. From a dataset of CYP3A4 inhibition data for predicting drug metabolism from PubChem BioAssay. (1) The molecule is CCc1cccc2c(C=C(C#N)C#N)cn(CC(=O)N3CCCCC3)c12. The result is 0 (non-inhibitor). (2) The compound is Cc1ccc(C(=O)N/C(=C/C=C/c2ccccc2)C(=O)NCc2ccco2)cc1. The result is 1 (inhibitor). (3) The drug is Cc1ccc(NC(=O)/C(=C\c2cccnc2)NC(=O)c2ccco2)cc1. The result is 0 (non-inhibitor). (4) The molecule is COc1ccc(CC(=O)Nc2cccc(/C(C)=N/NC(=O)c3cccc([N+](=O)[O-])c3)c2)cc1. The result is 1 (inhibitor). (5) The compound is C=C(C)[C@H]1Cc2c(ccc3c2O[C@H]2COc4cc(OC)c(OC)cc4[C@@H]2C3=O)O1. The result is 1 (inhibitor).